This data is from Catalyst prediction with 721,799 reactions and 888 catalyst types from USPTO. The task is: Predict which catalyst facilitates the given reaction. (1) The catalyst class is: 15. Reactant: [C:1](OC(=O)C)(=[O:3])[CH3:2].[I:8][C:9]1[C:14]2[O:15][CH2:16][O:17][C:13]=2[C:12]([NH2:18])=[CH:11][CH:10]=1.O. Product: [I:8][C:9]1[C:14]2[O:15][CH2:16][O:17][C:13]=2[C:12]([NH:18][C:1](=[O:3])[CH3:2])=[CH:11][CH:10]=1. (2) Reactant: [Cl:1][C:2]1[CH:14]=[CH:13][C:5]([O:6][C:7]([CH3:12])([CH3:11])[C:8]([NH2:10])=O)=[C:4]([F:15])[CH:3]=1.C(N(CC)CC)C.FC(F)(F)C(OC(=O)C(F)(F)F)=O.CO. Product: [Cl:1][C:2]1[CH:14]=[CH:13][C:5]([O:6][C:7]([CH3:12])([CH3:11])[C:8]#[N:10])=[C:4]([F:15])[CH:3]=1. The catalyst class is: 4.